From a dataset of Aqueous solubility values for 9,982 compounds from the AqSolDB database. Regression/Classification. Given a drug SMILES string, predict its absorption, distribution, metabolism, or excretion properties. Task type varies by dataset: regression for continuous measurements (e.g., permeability, clearance, half-life) or binary classification for categorical outcomes (e.g., BBB penetration, CYP inhibition). For this dataset (solubility_aqsoldb), we predict Y. (1) The drug is OC(c1ccccc1)C(O)c1ccccc1. The Y is -1.93 log mol/L. (2) The molecule is O=[Zn]. The Y is -4.45 log mol/L.